This data is from Forward reaction prediction with 1.9M reactions from USPTO patents (1976-2016). The task is: Predict the product of the given reaction. (1) Given the reactants [CH:1]1[C:10]2[C:5](=[C:6]([CH2:11]O)[CH:7]=[CH:8][CH:9]=2)[CH:4]=[CH:3][N:2]=1.O=S(Cl)[Cl:15].[CH2:17](Cl)[Cl:18], predict the reaction product. The product is: [ClH:15].[Cl:18][CH2:17][C:9]1[CH:8]=[CH:7][CH:6]=[C:1]2[C:10]=1[CH:5]=[CH:4][CH:3]=[N:2]2.[ClH:15].[Cl:15][CH2:11][C:6]1[CH:7]=[CH:8][CH:9]=[C:10]2[C:5]=1[CH:4]=[CH:3][N:2]=[CH:1]2. (2) Given the reactants [C:1]1([CH2:7][O:8][C:9]2[CH:10]=[C:11]([CH:15]=[C:16]([O:18][CH:19]3[CH2:24][CH2:23][O:22][CH2:21][CH2:20]3)[CH:17]=2)[C:12](O)=[O:13])[CH:6]=[CH:5][CH:4]=[CH:3][CH:2]=1.[CH3:25][N:26]1[CH:30]=[CH:29][C:28]([NH2:31])=[N:27]1.CN(C(ON1N=NC2C=CC=NC1=2)=[N+](C)C)C.F[P-](F)(F)(F)(F)F.CCN(C(C)C)C(C)C, predict the reaction product. The product is: [CH3:25][N:26]1[CH:30]=[CH:29][C:28]([NH:31][C:12](=[O:13])[C:11]2[CH:15]=[C:16]([O:18][CH:19]3[CH2:20][CH2:21][O:22][CH2:23][CH2:24]3)[CH:17]=[C:9]([O:8][CH2:7][C:1]3[CH:2]=[CH:3][CH:4]=[CH:5][CH:6]=3)[CH:10]=2)=[N:27]1.